Dataset: Peptide-MHC class II binding affinity with 134,281 pairs from IEDB. Task: Regression. Given a peptide amino acid sequence and an MHC pseudo amino acid sequence, predict their binding affinity value. This is MHC class II binding data. The peptide sequence is PKDSDEFIPMKSSWG. The MHC is HLA-DPA10103-DPB10401 with pseudo-sequence HLA-DPA10103-DPB10401. The binding affinity (normalized) is 0.0598.